This data is from Catalyst prediction with 721,799 reactions and 888 catalyst types from USPTO. The task is: Predict which catalyst facilitates the given reaction. (1) Reactant: [CH3:1][O:2][C:3]1[CH:8]=[CH:7][CH:6]=[CH:5][C:4]=1[C:9]1[C:17]2[C:12](=[N:13][CH:14]=[C:15]([C:18]3[CH:19]=[C:20]([CH:24]=[CH:25][CH:26]=3)[C:21]([OH:23])=O)[CH:16]=2)[NH:11][N:10]=1.[CH3:27][N:28]([CH3:37])[CH2:29][CH2:30][N:31]1[CH2:36][CH2:35][NH:34][CH2:33][CH2:32]1.ClCCl.C(=O)([O-])[O-].[Na+].[Na+]. Product: [CH3:27][N:28]([CH3:37])[CH2:29][CH2:30][N:31]1[CH2:36][CH2:35][N:34]([C:21]([C:20]2[CH:24]=[CH:25][CH:26]=[C:18]([C:15]3[CH:16]=[C:17]4[C:9]([C:4]5[CH:5]=[CH:6][CH:7]=[CH:8][C:3]=5[O:2][CH3:1])=[N:10][NH:11][C:12]4=[N:13][CH:14]=3)[CH:19]=2)=[O:23])[CH2:33][CH2:32]1. The catalyst class is: 382. (2) Reactant: [CH:1]12[CH2:7][CH:4]([CH2:5][CH2:6]1)[CH2:3][C@@H:2]2[NH:8][C:9]1[S:10][C:11]([CH3:22])([CH2:15][CH:16]2[CH2:21][CH2:20][NH:19][CH2:18][CH2:17]2)[C:12](=[O:14])[N:13]=1.[C:23](OC(=O)C)(=[O:25])[CH3:24].C(N(C(C)C)CC)(C)C. Product: [C:23]([N:19]1[CH2:20][CH2:21][CH:16]([CH2:15][C:11]2([CH3:22])[S:10][C:9]([NH:8][C@H:2]3[CH2:3][CH:4]4[CH2:7][CH:1]3[CH2:6][CH2:5]4)=[N:13][C:12]2=[O:14])[CH2:17][CH2:18]1)(=[O:25])[CH3:24]. The catalyst class is: 448.